From a dataset of Reaction yield outcomes from USPTO patents with 853,638 reactions. Predict the reaction yield, written as a fraction of the theoretical maximum amount of product (1.0 means a 100% yield; for example, 0.34 means a 34% yield). The yield is 0.740. The catalyst is C1COCC1. The reactants are Br[C:2]1[CH:7]=[CH:6][CH:5]=[CH:4][C:3]=1[C:8]([F:11])([F:10])[F:9].[Li]CCCC.[CH2:17]([N:24]1[CH2:29][CH2:28][C:27](=[O:30])[CH2:26][CH2:25]1)[C:18]1[CH:23]=[CH:22][CH:21]=[CH:20][CH:19]=1. The product is [CH2:17]([N:24]1[CH2:29][CH2:28][C:27]([C:2]2[CH:7]=[CH:6][CH:5]=[CH:4][C:3]=2[C:8]([F:11])([F:10])[F:9])([OH:30])[CH2:26][CH2:25]1)[C:18]1[CH:19]=[CH:20][CH:21]=[CH:22][CH:23]=1.